This data is from Reaction yield outcomes from USPTO patents with 853,638 reactions. The task is: Predict the reaction yield, written as a fraction of the theoretical maximum amount of product (1.0 means a 100% yield; for example, 0.34 means a 34% yield). (1) The product is [OH:114][CH2:113][CH2:112][C:110]([N:108]1[CH:109]=[C:105]([C:102]2[N:59]=[C:96]([C:97](=[O:98])[NH:99][CH3:100])[C:95]([NH:94][C:22]3[C:27]([C:28]([F:31])([F:29])[F:30])=[CH:26][N:25]=[C:24]([NH:32][C:33]4[CH:47]=[CH:46][C:36]([CH2:37][P:38](=[O:45])([O:42][CH2:43][CH3:44])[O:39][CH2:40][CH3:41])=[CH:35][C:34]=4[O:48][CH3:49])[N:23]=3)=[CH:104][CH:103]=2)[CH:106]=[N:107]1)([CH3:111])[CH3:115]. The yield is 0.240. No catalyst specified. The reactants are OCCCN1C=C(C2C=CC(N[C:22]3[C:27]([C:28]([F:31])([F:30])[F:29])=[CH:26][N:25]=[C:24]([NH:32][C:33]4[CH:47]=[CH:46][C:36]([CH2:37][P:38](=[O:45])([O:42][CH2:43][CH3:44])[O:39][CH2:40][CH3:41])=[CH:35][C:34]=4[O:48][CH3:49])[N:23]=3)=C3C=2CN(C)C3=O)C=N1.C(OP1(=O)CC2C=CC(=CC=2)NC2=NC(=C(C(F)(F)F)C=N2)NC2C=CC(=NC=2C(NC)=O)C2=C[N:59](N=C2)CCCCO1)C.[NH2:94][C:95]1[CH:104]=[CH:103][C:102]([C:105]2[CH:106]=[N:107][N:108]([C:110]([CH3:115])([CH2:112][CH2:113][OH:114])[CH3:111])[CH:109]=2)=C[C:96]=1[C:97]([NH:99][CH3:100])=[O:98]. (2) The reactants are Cl.[NH2:2][CH2:3][C:4]1[CH:5]=[C:6]2[C:10](=[CH:11][CH:12]=1)[C:9](=[O:13])[N:8]([CH:14]1[CH2:19][CH2:18][C:17](=[O:20])[NH:16][C:15]1=[O:21])[C:7]2=[O:22].[F:23][C:24]([F:36])([F:35])[S:25][C:26]1[CH:34]=[CH:33][C:29]([C:30](Cl)=[O:31])=[CH:28][CH:27]=1. The catalyst is C(#N)C.O.C(OCC)(=O)C. The product is [O:21]=[C:15]1[CH:14]([N:8]2[C:7](=[O:22])[C:6]3[C:10](=[CH:11][CH:12]=[C:4]([CH2:3][NH:2][C:30](=[O:31])[C:29]4[CH:33]=[CH:34][C:26]([S:25][C:24]([F:36])([F:23])[F:35])=[CH:27][CH:28]=4)[CH:5]=3)[C:9]2=[O:13])[CH2:19][CH2:18][C:17](=[O:20])[NH:16]1. The yield is 0.760.